This data is from Reaction yield outcomes from USPTO patents with 853,638 reactions. The task is: Predict the reaction yield, written as a fraction of the theoretical maximum amount of product (1.0 means a 100% yield; for example, 0.34 means a 34% yield). (1) The reactants are Cl.[CH2:2]([NH2:6])[CH2:3][CH:4]=[CH2:5].C([O-])(=O)C.[Na+].Br[C:13]1[C:14]([NH:16][C:17](=[O:19])[CH:18]=1)=[O:15]. The catalyst is CO. The product is [CH2:2]([NH:6][C:13]1[C:14]([NH:16][C:17](=[O:19])[CH:18]=1)=[O:15])[CH2:3][CH:4]=[CH2:5]. The yield is 0.760. (2) The reactants are [C:1](#[N:3])[CH3:2].[CH2:4]1[CH2:8][O:7][CH2:6][CH2:5]1.C([Li])CCC.[OH-:14].[Na+].[CH2:16]1C[CH2:20][CH2:19][CH2:18][CH2:17]1. No catalyst specified. The product is [CH3:6][O:7][C:8]1[CH:4]=[CH:5][C:18]([CH2:19][C:20](=[O:14])[CH2:2][C:1]#[N:3])=[CH:17][CH:16]=1. The yield is 0.110. (3) The reactants are Br[C:2]1[CH:3]=[C:4]2[C:8](=[CH:9][C:10]=1[Cl:11])[NH:7][CH:6]=[C:5]2[CH:12]=[O:13].CC1(C)COB([C:21]2[CH:26]=[CH:25][C:24]([C:27]3([OH:31])[CH2:30][CH2:29][CH2:28]3)=[CH:23][CH:22]=2)OC1.C(=O)([O-])[O-].[K+].[K+].[NH4+].[Cl-]. The catalyst is CCO.C1(C)C=CC=CC=1.C1C=CC(P(C2C=CC=CC=2)[C-]2C=CC=C2)=CC=1.C1C=CC(P(C2C=CC=CC=2)[C-]2C=CC=C2)=CC=1.Cl[Pd]Cl.[Fe+2].O. The product is [Cl:11][C:10]1[CH:9]=[C:8]2[C:4]([C:5]([CH:12]=[O:13])=[CH:6][NH:7]2)=[CH:3][C:2]=1[C:21]1[CH:26]=[CH:25][C:24]([C:27]2([OH:31])[CH2:30][CH2:29][CH2:28]2)=[CH:23][CH:22]=1. The yield is 0.640. (4) The reactants are S(Cl)(Cl)=O.[F:5][C:6]1[CH:14]=[C:13]([N+:15]([O-:17])=[O:16])[CH:12]=[CH:11][C:7]=1[C:8](O)=[O:9].[CH3:18][N:19](C=O)C. No catalyst specified. The product is [CH3:18][NH:19][C:8](=[O:9])[C:7]1[CH:11]=[CH:12][C:13]([N+:15]([O-:17])=[O:16])=[CH:14][C:6]=1[F:5]. The yield is 0.850. (5) The reactants are [N+:1]([C:4]1[CH:5]=[C:6](/[CH:10]=[N:11]/[C:12]2[CH:17]=[CH:16][C:15]([C:18]([F:21])([F:20])[F:19])=[CH:14][CH:13]=2)[CH:7]=[CH:8][CH:9]=1)([O-:3])=[O:2].[CH2:22]=[C:23]([CH3:25])[CH3:24].B(F)(F)F.CCOCC. The catalyst is C(#N)C. The product is [CH3:22][C:23]1([CH3:25])[C:17]2[C:12](=[CH:13][CH:14]=[C:15]([C:18]([F:19])([F:20])[F:21])[CH:16]=2)[NH:11][CH:10]([C:6]2[CH:7]=[CH:8][CH:9]=[C:4]([N+:1]([O-:3])=[O:2])[CH:5]=2)[CH2:24]1. The yield is 0.271. (6) The reactants are Br[C:2]1[CH:7]=[CH:6][C:5]([CH:8]2[C:12]3[CH:13]=[C:14]([NH:19][C:20](=[O:26])[CH2:21][C:22]([CH3:25])([CH3:24])[CH3:23])[C:15]([CH3:18])=[C:16]([CH3:17])[C:11]=3[O:10][C:9]2([CH3:28])[CH3:27])=[CH:4][CH:3]=1.CN(C)[C:31](=[O:33])[CH3:32]. The catalyst is C(OCC)(=O)C.CCCCCC. The product is [C:31]([C:2]1[CH:3]=[CH:4][C:5]([CH:8]2[C:12]3[CH:13]=[C:14]([NH:19][C:20](=[O:26])[CH2:21][C:22]([CH3:24])([CH3:23])[CH3:25])[C:15]([CH3:18])=[C:16]([CH3:17])[C:11]=3[O:10][C:9]2([CH3:28])[CH3:27])=[CH:6][CH:7]=1)(=[O:33])[CH3:32]. The yield is 0.200.